This data is from Full USPTO retrosynthesis dataset with 1.9M reactions from patents (1976-2016). The task is: Predict the reactants needed to synthesize the given product. (1) Given the product [C:1]([O:5][C:6](=[O:18])[NH:7][C:8]1[CH:13]=[CH:12][C:11]([C:21]2[CH:22]=[CH:23][O:19][CH:20]=2)=[CH:10][C:9]=1[N+:15]([O-:17])=[O:16])([CH3:4])([CH3:3])[CH3:2], predict the reactants needed to synthesize it. The reactants are: [C:1]([O:5][C:6](=[O:18])[NH:7][C:8]1[CH:13]=[CH:12][C:11](I)=[CH:10][C:9]=1[N+:15]([O-:17])=[O:16])([CH3:4])([CH3:3])[CH3:2].[O:19]1[CH:23]=[CH:22][C:21](B(O)O)=[CH:20]1. (2) Given the product [NH2:1][C:2]1[C:11]([C:12]([NH:14][C:15]2[CH:16]=[N:17][CH:18]=[CH:19][C:20]=2[N:21]2[CH2:22][CH2:23][C:24](=[O:25])[CH2:29][CH2:30]2)=[O:13])=[C:5]2[N:6]=[CH:7][C:8]([Cl:10])=[CH:9][N:4]2[N:3]=1, predict the reactants needed to synthesize it. The reactants are: [NH2:1][C:2]1[C:11]([C:12]([NH:14][C:15]2[CH:16]=[N:17][CH:18]=[CH:19][C:20]=2[N:21]2[CH2:30][CH2:29][C:24]3(OCC[O:25]3)[CH2:23][CH2:22]2)=[O:13])=[C:5]2[N:6]=[CH:7][C:8]([Cl:10])=[CH:9][N:4]2[N:3]=1.Cl.[OH-].[Na+]. (3) Given the product [Br:1][C:2]1[CH:7]=[CH:6][C:5]([CH:8]([CH3:21])[C:9]([C:11]2[CH:12]=[CH:13][C:14](=[O:18])[N:15]([CH3:17])[CH:16]=2)=[O:10])=[C:4]([Cl:19])[CH:3]=1, predict the reactants needed to synthesize it. The reactants are: [Br:1][C:2]1[CH:7]=[CH:6][C:5]([CH2:8][C:9]([C:11]2[CH:12]=[CH:13][C:14](=[O:18])[N:15]([CH3:17])[CH:16]=2)=[O:10])=[C:4]([Cl:19])[CH:3]=1.I[CH3:21]. (4) Given the product [NH2:8][C@@H:9]1[C@H:14]([NH:15][C:16]2[N:21]=[C:20]([C:22]3[S:26][N:25]=[C:24]([CH2:27][CH3:28])[CH:23]=3)[C:19]3[C:29](=[O:39])[NH:30][CH2:31][C:18]=3[C:17]=2[F:40])[CH2:13][CH2:12][O:11][CH2:10]1, predict the reactants needed to synthesize it. The reactants are: C(OC([NH:8][C@@H:9]1[C@H:14]([NH:15][C:16]2[N:21]=[C:20]([C:22]3[S:26][N:25]=[C:24]([CH2:27][CH3:28])[CH:23]=3)[C:19]3[C:29](=[O:39])[N:30](C(OC(C)(C)C)=O)[CH2:31][C:18]=3[C:17]=2[F:40])[CH2:13][CH2:12][O:11][CH2:10]1)=O)(C)(C)C.Cl.O1CCOCC1.CCO. (5) Given the product [N+:1]([C:4]1[CH:9]=[CH:8][C:7]([N:10]2[CH2:15][CH2:14][O:13][CH2:12][C:11]2=[O:21])=[C:6]([C:16]([F:19])([F:18])[F:17])[CH:5]=1)([O-:3])=[O:2], predict the reactants needed to synthesize it. The reactants are: [N+:1]([C:4]1[CH:9]=[CH:8][C:7]([N:10]2[CH2:15][CH2:14][O:13][CH2:12][CH2:11]2)=[C:6]([C:16]([F:19])([F:18])[F:17])[CH:5]=1)([O-:3])=[O:2].[Mn]([O-])(=O)(=O)=[O:21].[K+].[O-]S([O-])=O.[Na+].[Na+]. (6) The reactants are: Br[C:2]1[C:18]([O:19][CH3:20])=[CH:17][C:5]2[NH:6][C:7](=[O:16])[C:8]3[CH:14]=[CH:13][C:12]([Cl:15])=[CH:11][C:9]=3[NH:10][C:4]=2[CH:3]=1.[C:21]([O:25][CH3:26])(=[O:24])[CH:22]=[CH2:23].CCN(CC)CC. Given the product [Cl:15][C:12]1[CH:13]=[CH:14][C:8]2[C:7](=[O:16])[NH:6][C:5]3[CH:17]=[C:18]([O:19][CH3:20])[C:2]([CH:23]=[CH:22][C:21]([O:25][CH3:26])=[O:24])=[CH:3][C:4]=3[NH:10][C:9]=2[CH:11]=1, predict the reactants needed to synthesize it. (7) Given the product [O:45]=[C:41]1[CH:40]([NH:39][C:22](=[O:23])[C:21]2[CH:25]=[CH:26][CH:27]=[C:19]([C:10]3[C:11]4[C:6](=[CH:5][C:4]([O:3][CH3:2])=[C:13]5[O:14][C:15]([CH3:17])([CH3:18])[CH2:16][C:12]5=4)[CH2:7][C:8]([CH3:28])([CH3:29])[N:9]=3)[CH:20]=2)[CH2:44][CH2:43][NH:42]1, predict the reactants needed to synthesize it. The reactants are: Cl.[CH3:2][O:3][C:4]1[CH:5]=[C:6]2[C:11](=[C:12]3[CH2:16][C:15]([CH3:18])([CH3:17])[O:14][C:13]=13)[C:10]([C:19]1[CH:20]=[C:21]([CH:25]=[CH:26][CH:27]=1)[C:22](O)=[O:23])=[N:9][C:8]([CH3:29])([CH3:28])[CH2:7]2.C(N(C(C)C)C(C)C)C.[NH2:39][CH:40]1[CH2:44][CH2:43][NH:42][C:41]1=[O:45]. (8) Given the product [Cl:1][C:2]1[CH:9]=[CH:8][C:7]([N:21]2[CH2:22][CH2:23][N:18]([CH3:17])[CH2:19][CH2:20]2)=[CH:6][C:3]=1[C:4]#[N:5], predict the reactants needed to synthesize it. The reactants are: [Cl:1][C:2]1[CH:9]=[CH:8][C:7](F)=[CH:6][C:3]=1[C:4]#[N:5].C([O-])([O-])=O.[K+].[K+].[CH3:17][N:18]1[CH2:23][CH2:22][NH:21][CH2:20][CH2:19]1. (9) Given the product [CH3:32][O:31][C:28]1[CH:27]=[CH:26][C:25]([CH2:24][N:22]2[N:21]=[N:20][C:19]([C:15]3[CH:14]=[C:13]([CH:18]=[CH:17][CH:16]=3)[C:12]([NH:11][CH2:10][C:7]3[CH:6]=[CH:5][C:4]([C:3]([OH:34])=[O:2])=[CH:9][CH:8]=3)=[O:33])=[N:23]2)=[CH:30][CH:29]=1, predict the reactants needed to synthesize it. The reactants are: C[O:2][C:3](=[O:34])[C:4]1[CH:9]=[CH:8][C:7]([CH2:10][NH:11][C:12](=[O:33])[C:13]2[CH:18]=[CH:17][CH:16]=[C:15]([C:19]3[N:20]=[N:21][N:22]([CH2:24][C:25]4[CH:30]=[CH:29][C:28]([O:31][CH3:32])=[CH:27][CH:26]=4)[N:23]=3)[CH:14]=2)=[CH:6][CH:5]=1.O.[OH-].[Li+]. (10) Given the product [CH:1]1([CH2:4][O:5][C:6]2[CH:14]=[CH:13][C:9]3[N:10]=[C:11]([C:16]4[N:21]=[CH:20][C:19]([O:22][CH2:23][C@@H:24]([NH:26][C:27](=[O:33])[O:28][C:29]([CH3:32])([CH3:31])[CH3:30])[CH3:25])=[CH:18][CH:17]=4)[O:12][C:8]=3[CH:7]=2)[CH2:2][CH2:3]1, predict the reactants needed to synthesize it. The reactants are: [CH:1]1([CH2:4][O:5][C:6]2[CH:14]=[CH:13][C:9]3[N:10]=[CH:11][O:12][C:8]=3[CH:7]=2)[CH2:3][CH2:2]1.Br[C:16]1[N:21]=[CH:20][C:19]([O:22][CH2:23][C@@H:24]([NH:26][C:27](=[O:33])[O:28][C:29]([CH3:32])([CH3:31])[CH3:30])[CH3:25])=[CH:18][CH:17]=1.C(P(C12CC3CC(CC(C3)C1)C2)C12CC3CC(CC(C3)C1)C2)CCC.P([O-])([O-])([O-])=O.[K+].[K+].[K+].